From a dataset of Forward reaction prediction with 1.9M reactions from USPTO patents (1976-2016). Predict the product of the given reaction. (1) Given the reactants [CH2:1]([C:3]1[C:12]2[C:7](=[CH:8][C:9]([O:15][CH3:16])=[C:10]([O:13][CH3:14])[CH:11]=2)[CH:6]=[C:5]([OH:17])[N:4]=1)[CH3:2].Cl.Cl[CH2:20][C:21]1[C:22]([NH:33][CH2:34][CH3:35])=[N:23][C:24]2[C:29]([CH:30]=1)=[CH:28][C:27]([O:31][CH3:32])=[CH:26][CH:25]=2.ClCC1C(NCC)=NC2C(C=1)=CC(OC)=CC=2.[Li+].[OH-], predict the reaction product. The product is: [CH2:1]([C:3]1[C:12]2[C:7](=[CH:8][C:9]([O:15][CH3:16])=[C:10]([O:13][CH3:14])[CH:11]=2)[C:6]([CH2:20][C:21]2[C:22]([NH:33][CH2:34][CH3:35])=[N:23][C:24]3[C:29]([CH:30]=2)=[CH:28][C:27]([O:31][CH3:32])=[CH:26][CH:25]=3)=[C:5]([OH:17])[N:4]=1)[CH3:2]. (2) Given the reactants C(N(CC)CC)C.[CH3:8][C:9]([S:12](Cl)=[O:13])([CH3:11])[CH3:10].C1(C)C=CC(S(O)(=O)=O)=CC=1.[NH2:26][C@H:27]1[CH2:32][CH2:31][C@H:30]([C:33]([O:35][CH3:36])=[O:34])[CH2:29][CH2:28]1.O, predict the reaction product. The product is: [CH3:8][C:9]([S:12]([NH:26][C@H:27]1[CH2:28][CH2:29][C@H:30]([C:33]([O:35][CH3:36])=[O:34])[CH2:31][CH2:32]1)=[O:13])([CH3:11])[CH3:10]. (3) Given the reactants [CH2:1]([N:8]1[CH2:13][CH2:12][CH:11](/[CH:14]=[C:15]2/[C:16](=[O:32])[C:17]3[C:22]([CH2:23]/2)=[CH:21][C:20]([N:24]2[CH2:29][CH2:28][O:27][CH2:26][CH2:25]2)=[C:19]([O:30][CH3:31])[CH:18]=3)[CH2:10][CH2:9]1)[C:2]1[CH:7]=[CH:6][CH:5]=[CH:4][CH:3]=1, predict the reaction product. The product is: [CH2:1]([N:8]1[CH2:9][CH2:10][CH:11]([CH2:14][CH:15]2[CH2:23][C:22]3[C:17](=[CH:18][C:19]([O:30][CH3:31])=[C:20]([N:24]4[CH2:29][CH2:28][O:27][CH2:26][CH2:25]4)[CH:21]=3)[C:16]2=[O:32])[CH2:12][CH2:13]1)[C:2]1[CH:7]=[CH:6][CH:5]=[CH:4][CH:3]=1. (4) Given the reactants [C:1]([N:4]1[C:13]2[C:8](=[CH:9][C:10](Br)=[CH:11][CH:12]=2)[C@H:7]([NH:15][C:16](=[O:21])[O:17][CH:18]([CH3:20])[CH3:19])[CH2:6][C@@H:5]1[CH3:22])(=[O:3])[CH3:2].CC1(C)C(C)(C)OB([C:31]2[CH:32]=[CH:33][C:34]([NH2:37])=[N:35][CH:36]=2)O1.C1(C)C=CC=CC=1.C([O-])([O-])=O.[K+].[K+], predict the reaction product. The product is: [C:1]([N:4]1[C:13]2[C:8](=[CH:9][C:10]([C:31]3[CH:36]=[N:35][C:34]([NH2:37])=[CH:33][CH:32]=3)=[CH:11][CH:12]=2)[C@H:7]([NH:15][C:16](=[O:21])[O:17][CH:18]([CH3:20])[CH3:19])[CH2:6][C@@H:5]1[CH3:22])(=[O:3])[CH3:2]. (5) The product is: [CH:1]1([C@@H:4]2[CH2:8][N:7]([S:9]([C:12]3[N:13]=[CH:14][N:15]([CH3:17])[CH:16]=3)(=[O:11])=[O:10])[CH2:6][C@H:5]2[NH:18][C:20]2[CH:25]=[CH:24][CH:23]=[C:22]([C:26]([F:29])([F:28])[F:27])[CH:21]=2)[CH2:3][CH2:2]1. Given the reactants [CH:1]1([C@@H:4]2[CH2:8][N:7]([S:9]([C:12]3[N:13]=[CH:14][N:15]([CH3:17])[CH:16]=3)(=[O:11])=[O:10])[CH2:6][C@H:5]2[NH2:18])[CH2:3][CH2:2]1.Br[C:20]1[CH:25]=[CH:24][CH:23]=[C:22]([C:26]([F:29])([F:28])[F:27])[CH:21]=1.C1(P(C2CCCCC2)C2C=CC=CC=2C2C(C(C)C)=CC(C(C)C)=CC=2C(C)C)CCCCC1.CC([O-])(C)C.[Na+], predict the reaction product. (6) The product is: [C:27]1([C:30]2[CH:31]=[CH:32][CH:33]=[CH:34][CH:35]=2)[CH:26]=[CH:25][C:24]([CH2:23][CH:1]([N:8]2[C:12]3[CH:13]=[CH:14][CH:15]=[CH:16][C:11]=3[N:10]=[N:9]2)[C:2]2[CH:3]=[CH:4][CH:5]=[CH:6][CH:7]=2)=[CH:29][CH:28]=1. Given the reactants [CH2:1]([N:8]1[C:12]2[CH:13]=[CH:14][CH:15]=[CH:16][C:11]=2[N:10]=[N:9]1)[C:2]1[CH:7]=[CH:6][CH:5]=[CH:4][CH:3]=1.C([Li])CCC.Br[CH2:23][C:24]1[CH:29]=[CH:28][C:27]([C:30]2[CH:35]=[CH:34][CH:33]=[CH:32][CH:31]=2)=[CH:26][CH:25]=1, predict the reaction product. (7) Given the reactants [NH2:1][C:2]1[N:7]=[CH:6][N:5]=[C:4]([NH:8][CH2:9][CH:10]2[CH2:15][CH2:14][N:13](C(OC(C)(C)C)=O)[CH2:12][CH2:11]2)[C:3]=1[C:23]1[CH:28]=[CH:27][C:26]([O:29][C:30]2[CH:35]=[CH:34][CH:33]=[CH:32][CH:31]=2)=[CH:25][CH:24]=1.Cl, predict the reaction product. The product is: [O:29]([C:26]1[CH:27]=[CH:28][C:23]([C:3]2[C:4]([NH:8][CH2:9][CH:10]3[CH2:15][CH2:14][NH:13][CH2:12][CH2:11]3)=[N:5][CH:6]=[N:7][C:2]=2[NH2:1])=[CH:24][CH:25]=1)[C:30]1[CH:35]=[CH:34][CH:33]=[CH:32][CH:31]=1.